This data is from Reaction yield outcomes from USPTO patents with 853,638 reactions. The task is: Predict the reaction yield, written as a fraction of the theoretical maximum amount of product (1.0 means a 100% yield; for example, 0.34 means a 34% yield). (1) The product is [C:23]([O:26][CH2:27][C:28]1[C:29]([N:43]2[CH2:55][CH2:54][N:46]3[C:47]4[CH2:48][CH2:49][CH2:50][CH2:51][C:52]=4[CH:53]=[C:45]3[C:44]2=[O:56])=[N:30][CH:31]=[CH:32][C:33]=1[C:2]1[CH:3]=[C:4]([NH:10][C:11]2[CH:16]=[CH:15][C:14]([N:17]3[CH2:22][CH2:21][NH:20][CH2:19][CH2:18]3)=[CH:13][N:12]=2)[C:5](=[O:9])[N:6]([CH3:8])[CH:7]=1)(=[O:25])[CH3:24]. The catalyst is C1C=CC(P(C2C=CC=CC=2)[C-]2C=CC=C2)=CC=1.C1C=CC(P(C2C=CC=CC=2)[C-]2C=CC=C2)=CC=1.Cl[Pd]Cl.[Fe+2].O1CCCC1. The reactants are Br[C:2]1[CH:3]=[C:4]([NH:10][C:11]2[CH:16]=[CH:15][C:14]([N:17]3[CH2:22][CH2:21][NH:20][CH2:19][CH2:18]3)=[CH:13][N:12]=2)[C:5](=[O:9])[N:6]([CH3:8])[CH:7]=1.[C:23]([O:26][CH2:27][C:28]1[C:29]([N:43]2[CH2:55][CH2:54][N:46]3[C:47]4[CH2:48][CH2:49][CH2:50][CH2:51][C:52]=4[CH:53]=[C:45]3[C:44]2=[O:56])=[N:30][CH:31]=[CH:32][C:33]=1B1OC(C)(C)C(C)(C)O1)(=[O:25])[CH3:24].[O-]P([O-])([O-])=O.[K+].[K+].[K+]. The yield is 0.583. (2) The reactants are C([Li])CCC.CCCCCC.[Si:12]([O:19][CH2:20][CH2:21][N:22]1[CH:26]=[CH:25][N:24]=[CH:23]1)([C:15]([CH3:18])([CH3:17])[CH3:16])([CH3:14])[CH3:13].CN([CH:30]=[O:31])C.[Cl-].[NH4+]. The catalyst is O1CCCC1.C(OCC)(=O)C. The product is [Si:12]([O:19][CH2:20][CH2:21][N:22]1[CH:26]=[CH:25][N:24]=[C:23]1[CH:30]=[O:31])([C:15]([CH3:18])([CH3:16])[CH3:17])([CH3:14])[CH3:13]. The yield is 0.980. (3) The reactants are [CH2:1]([N:8]1[CH2:13][CH2:12][C:11]2([C:21]3[C:16](=[N:17][CH:18]=[CH:19][CH:20]=3)[C:15](=[O:22])[O:14]2)[CH2:10][CH2:9]1)[C:2]1[CH:7]=[CH:6][CH:5]=[CH:4][CH:3]=1.[H-].C([Al+]CC(C)C)C(C)C.N1C=CC=CC=1.[C:39](OC(=O)C)(=[O:41])[CH3:40]. The yield is 0.700. The product is [C:39]([O:22][CH:15]1[C:16]2=[N:17][CH:18]=[CH:19][CH:20]=[C:21]2[C:11]2([CH2:12][CH2:13][N:8]([CH2:1][C:2]3[CH:7]=[CH:6][CH:5]=[CH:4][CH:3]=3)[CH2:9][CH2:10]2)[O:14]1)(=[O:41])[CH3:40]. The catalyst is ClCCl. (4) The reactants are [O:1]=[C:2]1[C:14]2[NH:13][C:12]3[C:7](=[CH:8][C:9]([C:15]#[N:16])=[CH:10][CH:11]=3)[C:6]=2[CH2:5][CH2:4][CH2:3]1.[CH3:17][Mg]Cl.[NH4+].[Cl-]. The catalyst is C1COCC1. The product is [OH:1][C:2]1([CH3:17])[C:14]2[NH:13][C:12]3[C:7](=[CH:8][C:9]([C:15]#[N:16])=[CH:10][CH:11]=3)[C:6]=2[CH2:5][CH2:4][CH2:3]1. The yield is 0.230. (5) The reactants are [CH:1]1([C:7]2[C:15]3[C:14](=[O:16])[NH:13][C:12]([C:17]4[CH:22]=[CH:21][C:20]([OH:23])=[CH:19][C:18]=4[O:24][CH3:25])=[N:11][C:10]=3[N:9]([CH3:26])[N:8]=2)[CH2:6][CH2:5][CH2:4][CH2:3][CH2:2]1.C1(P(C2C=CC=CC=2)C2C=CC=CC=2)C=CC=CC=1.O[C@@H:47]1[CH2:51][CH2:50][O:49][CH2:48]1.N(C(OCC)=O)=NC(OCC)=O. The catalyst is C(OCC)(=O)C.O1CCCC1. The product is [CH:1]1([C:7]2[C:15]3[C:14](=[O:16])[NH:13][C:12]([C:17]4[CH:22]=[CH:21][C:20]([O:23][C@H:47]5[CH2:51][CH2:50][O:49][CH2:48]5)=[CH:19][C:18]=4[O:24][CH3:25])=[N:11][C:10]=3[N:9]([CH3:26])[N:8]=2)[CH2:2][CH2:3][CH2:4][CH2:5][CH2:6]1. The yield is 0.690.